Dataset: Full USPTO retrosynthesis dataset with 1.9M reactions from patents (1976-2016). Task: Predict the reactants needed to synthesize the given product. (1) Given the product [CH:36]1([NH:41][C:42]([N:25]2[CH2:26][CH2:27][CH:22]([O:21][C:18]3[CH:19]=[CH:20][C:15]([NH:14][C:7]4[C:6]5[C:11](=[CH:12][CH:13]=[C:4]([O:3][CH3:2])[CH:5]=5)[N:10]=[CH:9][N:8]=4)=[CH:16][C:17]=3[CH3:28])[CH2:23][CH2:24]2)=[O:43])[CH2:40][CH2:39][CH2:38][CH2:37]1, predict the reactants needed to synthesize it. The reactants are: Cl.[CH3:2][O:3][C:4]1[CH:5]=[C:6]2[C:11](=[CH:12][CH:13]=1)[N:10]=[CH:9][N:8]=[C:7]2[NH:14][C:15]1[CH:20]=[CH:19][C:18]([O:21][CH:22]2[CH2:27][CH2:26][NH:25][CH2:24][CH2:23]2)=[C:17]([CH3:28])[CH:16]=1.C(N(CC)CC)C.[CH:36]1([N:41]=[C:42]=[O:43])[CH2:40][CH2:39][CH2:38][CH2:37]1. (2) Given the product [ClH:23].[ClH:42].[ClH:23].[NH2:32][C:28]1[CH:27]=[C:26]([CH2:25][CH2:24][C:10]2[CH:11]=[C:12]([NH:15][C:16]3[C:21]([CH3:22])=[CH:20][N:19]=[C:18]([Cl:23])[N:17]=3)[CH:13]=[CH:14][C:9]=2[NH2:8])[CH:31]=[CH:30][CH:29]=1, predict the reactants needed to synthesize it. The reactants are: C(OC([NH:8][C:9]1[CH:14]=[CH:13][C:12]([NH:15][C:16]2[C:21]([CH3:22])=[CH:20][N:19]=[C:18]([Cl:23])[N:17]=2)=[CH:11][C:10]=1[CH2:24][CH2:25][C:26]1[CH:27]=[C:28]([NH:32]C(=O)OC(C)(C)C)[CH:29]=[CH:30][CH:31]=1)=O)(C)(C)C.CO.[ClH:42]. (3) Given the product [CH2:32]([C:19]1[C:20]([OH:22])=[N:38][O:39][C:18]=1[C:15]1[CH:14]=[CH:13][C:12]([O:11][CH2:10][CH2:9][C:5]2[CH:6]=[CH:7][CH:8]=[C:3]([O:2][CH3:1])[CH:4]=2)=[CH:17][CH:16]=1)[CH3:33], predict the reactants needed to synthesize it. The reactants are: [CH3:1][O:2][C:3]1[CH:4]=[C:5]([CH2:9][CH2:10][O:11][C:12]2[CH:17]=[CH:16][C:15]([CH2:18][CH2:19][C:20]([O:22]CC)=O)=[CH:14][CH:13]=2)[CH:6]=[CH:7][CH:8]=1.C(O)(=O)CC([CH2:32][C:33](O)=O)(C(O)=O)O.[NH2:38][OH:39]. (4) The reactants are: Cl[C:2]1[N:3]([C:13]2[CH:18]=[CH:17][C:16]([CH:19]=[CH2:20])=[CH:15][CH:14]=2)[C:4]2[C:9]([C:10]=1[CH:11]=[O:12])=[CH:8][CH:7]=[CH:6][CH:5]=2.[NH:21]1[CH2:26][CH2:25][NH:24][CH2:23][CH2:22]1. Given the product [N:21]1([C:2]2[N:3]([C:13]3[CH:18]=[CH:17][C:16]([CH:19]=[CH2:20])=[CH:15][CH:14]=3)[C:4]3[C:9]([C:10]=2[CH:11]=[O:12])=[CH:8][CH:7]=[CH:6][CH:5]=3)[CH2:26][CH2:25][NH:24][CH2:23][CH2:22]1, predict the reactants needed to synthesize it. (5) Given the product [Cl:1][C:2]1[CH:3]=[C:4]([CH:7]=[C:8]([C:20]2[CH:25]=[C:24]([Cl:26])[N:23]=[CH:22][N:21]=2)[CH:9]=1)[C:5]#[N:6], predict the reactants needed to synthesize it. The reactants are: [Cl:1][C:2]1[CH:3]=[C:4]([CH:7]=[C:8](B2OC(C)(C)C(C)(C)O2)[CH:9]=1)[C:5]#[N:6].Cl[C:20]1[CH:25]=[C:24]([Cl:26])[N:23]=[CH:22][N:21]=1. (6) The reactants are: [CH:1]1[CH:2]=[CH:3][C:4]([C@@H:7]2[N:16]([C:17]([O:19][C@@H:20]3[CH:25]4[CH2:26][CH2:27][N:22]([CH2:23][CH2:24]4)[CH2:21]3)=[O:18])[CH2:15][CH2:14][C:13]3[CH:12]=[CH:11][CH:10]=[CH:9][C:8]2=3)=[CH:5][CH:6]=1.[C:28]([OH:35])(=[O:34])[CH2:29][CH2:30][C:31]([OH:33])=[O:32].C(O)(C)C. Given the product [C:28]([OH:35])(=[O:34])[CH2:29][CH2:30][C:31]([OH:33])=[O:32].[CH:1]1[CH:6]=[CH:5][C:4]([C@@H:7]2[N:16]([C:17]([O:19][C@@H:20]3[CH:25]4[CH2:24][CH2:23][N:22]([CH2:27][CH2:26]4)[CH2:21]3)=[O:18])[CH2:15][CH2:14][C:13]3[CH:12]=[CH:11][CH:10]=[CH:9][C:8]2=3)=[CH:3][CH:2]=1.[CH2:29]([C:28]([OH:35])=[O:34])[CH2:30][C:31]([OH:33])=[O:32], predict the reactants needed to synthesize it. (7) Given the product [CH3:22][C:20](=[CH2:21])[CH2:19][N:8]([C:6]1[CH:5]=[C:4]([CH3:23])[CH:3]=[C:2]([C:29]2[CH:30]=[CH:31][C:26]([C:25]([F:36])([F:35])[F:24])=[CH:27][CH:28]=2)[N:7]=1)[C:9]1[CH:14]=[CH:13][C:12]([C:15]([F:18])([F:17])[F:16])=[CH:11][CH:10]=1, predict the reactants needed to synthesize it. The reactants are: Cl[C:2]1[N:7]=[C:6]([N:8]([CH2:19][C:20]([CH3:22])=[CH2:21])[C:9]2[CH:14]=[CH:13][C:12]([C:15]([F:18])([F:17])[F:16])=[CH:11][CH:10]=2)[CH:5]=[C:4]([CH3:23])[CH:3]=1.[F:24][C:25]([F:36])([F:35])[C:26]1[CH:31]=[CH:30][C:29](B(O)O)=[CH:28][CH:27]=1.C([O-])([O-])=O.[Na+].[Na+]. (8) Given the product [S:48]1[CH:49]=[CH:50][CH:51]=[C:47]1[CH2:46][CH2:45][CH2:44][NH:43][C:41]([N:38]1[CH2:39][CH2:40][CH:35]([NH:34][C:33]2[CH:52]=[CH:53][C:30]([CH2:29][CH2:28][NH:27][CH2:26][C@H:25]([OH:54])[CH2:24][O:23][C:22]3[CH:55]=[CH:56][C:19]([OH:18])=[CH:20][CH:21]=3)=[CH:31][CH:32]=2)[CH2:36][CH2:37]1)=[O:42], predict the reactants needed to synthesize it. The reactants are: [Si]([O:18][C:19]1[CH:56]=[CH:55][C:22]([O:23][CH2:24][C@@H:25]([OH:54])[CH2:26][NH:27][CH2:28][CH2:29][C:30]2[CH:53]=[CH:52][C:33]([NH:34][CH:35]3[CH2:40][CH2:39][N:38]([C:41]([NH:43][CH2:44][CH2:45][CH2:46][C:47]4[S:48][CH:49]=[CH:50][CH:51]=4)=[O:42])[CH2:37][CH2:36]3)=[CH:32][CH:31]=2)=[CH:21][CH:20]=1)(C(C)(C)C)(C1C=CC=CC=1)C1C=CC=CC=1. (9) The reactants are: [Cl:1][C:2]1[CH:3]=[C:4]([CH:8]([OH:31])[CH2:9][NH:10][C:11]2[CH:16]=[CH:15][NH:14][C:13](=[O:17])[C:12]=2[C:18]2[NH:19][C:20]3[CH:26]=[C:25]([C:27]([NH2:29])=O)[CH:24]=[C:23]([CH3:30])[C:21]=3[N:22]=2)[CH:5]=[CH:6][CH:7]=1. Given the product [NH2:29][CH2:27][C:25]1[CH:24]=[C:23]([CH3:30])[C:21]2[N:22]=[C:18]([C:12]3[C:13](=[O:17])[NH:14][CH:15]=[CH:16][C:11]=3[NH:10][CH2:9][CH:8]([C:4]3[CH:5]=[CH:6][CH:7]=[C:2]([Cl:1])[CH:3]=3)[OH:31])[NH:19][C:20]=2[CH:26]=1, predict the reactants needed to synthesize it.